Dataset: Catalyst prediction with 721,799 reactions and 888 catalyst types from USPTO. Task: Predict which catalyst facilitates the given reaction. (1) Reactant: [C:1]1([CH2:7][CH2:8][C:9](Cl)=[O:10])[CH:6]=[CH:5][CH:4]=[CH:3][CH:2]=1.[CH2:12]([O:19][C:20](=[O:42])[C:21]([O:25][C:26]1[CH:31]=[CH:30][CH:29]=[C:28]([CH2:32][CH2:33][NH:34][CH2:35][CH2:36][CH2:37][CH2:38][CH2:39][CH2:40][CH3:41])[CH:27]=1)([CH3:24])[CH2:22][CH3:23])[C:13]1[CH:18]=[CH:17][CH:16]=[CH:15][CH:14]=1.CCN(C(C)C)C(C)C. Product: [CH2:12]([O:19][C:20](=[O:42])[C:21]([O:25][C:26]1[CH:31]=[CH:30][CH:29]=[C:28]([CH2:32][CH2:33][N:34]([CH2:35][CH2:36][CH2:37][CH2:38][CH2:39][CH2:40][CH3:41])[C:9](=[O:10])[CH2:8][CH2:7][C:1]2[CH:6]=[CH:5][CH:4]=[CH:3][CH:2]=2)[CH:27]=1)([CH3:24])[CH2:22][CH3:23])[C:13]1[CH:18]=[CH:17][CH:16]=[CH:15][CH:14]=1. The catalyst class is: 11. (2) Reactant: [NH:1]1[C:9]2[C:4](=[CH:5][CH:6]=[CH:7][C:8]=2[C:10]([OH:12])=O)[CH:3]=[CH:2]1.CN(C(ON1N=NC2C=CC=CC1=2)=[N+](C)C)C.[B-](F)(F)(F)F.C(N(CC)C(C)C)(C)C.[C:44]([C:48]1[CH:67]=[CH:66][C:51]([CH2:52][NH:53][CH2:54][CH2:55][C:56]2[CH:61]=[CH:60][CH:59]=[C:58]([C:62]([F:65])([F:64])[F:63])[CH:57]=2)=[CH:50][CH:49]=1)([CH3:47])([CH3:46])[CH3:45]. Product: [C:44]([C:48]1[CH:67]=[CH:66][C:51]([CH2:52][N:53]([CH2:54][CH2:55][C:56]2[CH:61]=[CH:60][CH:59]=[C:58]([C:62]([F:65])([F:63])[F:64])[CH:57]=2)[C:10]([C:8]2[CH:7]=[CH:6][CH:5]=[C:4]3[C:9]=2[NH:1][CH:2]=[CH:3]3)=[O:12])=[CH:50][CH:49]=1)([CH3:47])([CH3:45])[CH3:46]. The catalyst class is: 18. (3) Reactant: [N:1]1[CH:6]=[CH:5][CH:4]=[C:3]([CH:7]=[C:8]2[C:16]3[C:11](=[CH:12][CH:13]=[CH:14][CH:15]=3)[C:10](=O)[O:9]2)[CH:2]=1.S(O)(O)(=O)=O.[NH2:23][NH2:24].O.[OH-].[Na+]. Product: [N:1]1[CH:6]=[CH:5][CH:4]=[C:3]([CH2:7][C:8]2[C:16]3[C:11](=[CH:12][CH:13]=[CH:14][CH:15]=3)[C:10](=[O:9])[NH:24][N:23]=2)[CH:2]=1. The catalyst class is: 14. (4) Reactant: [H-].[Na+].[C:3]([C:5]1[CH:21]=[CH:20][C:8]([NH:9][S:10]([C:13]2[CH:18]=[CH:17][C:16]([CH3:19])=[CH:15][CH:14]=2)(=[O:12])=[O:11])=[CH:7][CH:6]=1)#[N:4].S(OCC)(O[CH2:26][CH3:27])(=O)=O.O. Product: [C:3]([C:5]1[CH:21]=[CH:20][C:8]([N:9]([CH2:26][CH3:27])[S:10]([C:13]2[CH:18]=[CH:17][C:16]([CH3:19])=[CH:15][CH:14]=2)(=[O:12])=[O:11])=[CH:7][CH:6]=1)#[N:4]. The catalyst class is: 3. (5) Reactant: [CH3:1][C:2]1([S:12]([C:15]2[CH:20]=[CH:19][CH:18]=[C:17]([C:21]([F:24])([F:23])[F:22])[CH:16]=2)(=[O:14])=[O:13])[CH2:7][CH2:6][O:5][CH:4]([C:8]([NH:10][NH2:11])=[O:9])[CH2:3]1.[C:25](Cl)(=[O:29])[CH:26]([CH3:28])[CH3:27]. Product: [C:25]([NH:11][NH:10][C:8]([CH:4]1[CH2:3][C:2]([CH3:1])([S:12]([C:15]2[CH:20]=[CH:19][CH:18]=[C:17]([C:21]([F:22])([F:24])[F:23])[CH:16]=2)(=[O:13])=[O:14])[CH2:7][CH2:6][O:5]1)=[O:9])(=[O:29])[CH:26]([CH3:28])[CH3:27]. The catalyst class is: 2. (6) Reactant: [CH3:1][CH2:2][O:3][C:4]([C:6](N)=O)=O.Cl.C([N:12](CC)CC)C.[C:17]1([CH2:23][O:24][C:25]2[CH:33]=[CH:32][CH:31]=[CH:30][C:26]=2[C:27](Cl)=[O:28])[CH:22]=[CH:21][CH:20]=[CH:19][CH:18]=1. Product: [C:17]1([CH2:23][O:24][C:25]2[CH:33]=[CH:32][CH:31]=[CH:30][C:26]=2[C:27](/[N:12]=[C:4](\[O:3][CH2:2][CH3:1])/[CH3:6])=[O:28])[CH:22]=[CH:21][CH:20]=[CH:19][CH:18]=1. The catalyst class is: 11.